This data is from Reaction yield outcomes from USPTO patents with 853,638 reactions. The task is: Predict the reaction yield, written as a fraction of the theoretical maximum amount of product (1.0 means a 100% yield; for example, 0.34 means a 34% yield). (1) The reactants are [F:1][C:2]1[CH:7]=[CH:6][C:5]([Mg]Br)=[CH:4][CH:3]=1.[C:10]1(=O)[CH2:14][CH2:13][CH2:12][CH2:11]1.Cl. The catalyst is C1COCC1. The product is [C:10]1([C:5]2[CH:6]=[CH:7][C:2]([F:1])=[CH:3][CH:4]=2)[CH2:14][CH2:13][CH2:12][CH:11]=1. The yield is 1.00. (2) The reactants are [Br:1][C:2]1[C:14]([CH3:15])=[CH:13][C:5]([C:6]([N:8]=[CH:9][N:10](C)C)=O)=[C:4]([F:16])[CH:3]=1.O.[NH2:18]N. The catalyst is C(O)(=O)C. The product is [Br:1][C:2]1[C:14]([CH3:15])=[CH:13][C:5]([C:6]2[N:8]=[CH:9][NH:10][N:18]=2)=[C:4]([F:16])[CH:3]=1. The yield is 0.680.